This data is from Catalyst prediction with 721,799 reactions and 888 catalyst types from USPTO. The task is: Predict which catalyst facilitates the given reaction. (1) Reactant: [C:1]([C:4]1[CH:27]=[CH:26][C:7]([CH2:8][O:9][C:10]2[CH:15]=[CH:14][C:13]([C@@H:16]([C:23]#[C:24][CH3:25])[CH2:17][C:18]([O:20][CH2:21][CH3:22])=[O:19])=[CH:12][CH:11]=2)=[CH:6][CH:5]=1)(=[O:3])[CH3:2].[BH4-].[Na+]. Product: [OH:3][CH:1]([C:4]1[CH:5]=[CH:6][C:7]([CH2:8][O:9][C:10]2[CH:15]=[CH:14][C:13]([C@@H:16]([C:23]#[C:24][CH3:25])[CH2:17][C:18]([O:20][CH2:21][CH3:22])=[O:19])=[CH:12][CH:11]=2)=[CH:26][CH:27]=1)[CH3:2]. The catalyst class is: 1. (2) Reactant: [NH:1]([C:3]([NH:5][C:6]1[S:7][C:8]([C:12]([O:14][CH2:15][CH3:16])=[O:13])=[C:9]([CH3:11])[N:10]=1)=[O:4])[NH2:2].[CH:17](OC)(OC)OC.O.C1(C)C=CC(S(O)(=O)=O)=CC=1. Product: [CH3:11][C:9]1[N:10]=[C:6]([N:5]2[C:3](=[O:4])[NH:1][N:2]=[CH:17]2)[S:7][C:8]=1[C:12]([O:14][CH2:15][CH3:16])=[O:13]. The catalyst class is: 5. (3) Reactant: [N+:1]([C:4]1[CH:11]=[CH:10][C:7]([CH2:8][OH:9])=[CH:6][CH:5]=1)([O-:3])=[O:2].[CH2:12]=[C:13]1[O:17][C:15](=[O:16])[CH2:14]1.C(N(CC)CC)C. Product: [C:15]([O:9][CH2:8][C:7]1[CH:6]=[CH:5][C:4]([N+:1]([O-:3])=[O:2])=[CH:11][CH:10]=1)(=[O:16])[CH2:14][C:13]([CH3:12])=[O:17]. The catalyst class is: 229. (4) Reactant: [OH-].[Na+].[C:3]1([C@H:9]([NH2:11])[CH3:10])[CH:8]=[CH:7][CH:6]=[CH:5][CH:4]=1.[C:12](Cl)(=[O:17])[C:13]([CH3:16])([CH3:15])[CH3:14]. Product: [C:3]1([C@H:9]([NH:11][C:12](=[O:17])[C:13]([CH3:16])([CH3:15])[CH3:14])[CH3:10])[CH:8]=[CH:7][CH:6]=[CH:5][CH:4]=1. The catalyst class is: 6. (5) Reactant: [C:1]([N:8]1[CH:12]=[CH:11][N:10]=[CH:9]1)([N:3]1[CH:7]=[CH:6]N=[CH:4]1)=[O:2].N[C:14]1[CH:19]=CC=CN=1.CCN(C(C)C)C(C)C.[CH3:29][C:30]1[C:31]([CH2:36][N:37]([CH2:44][C:45]2[C:50]([CH3:51])=[CH:49][CH:48]=[CH:47][N:46]=2)[CH:38]2CCNC[CH2:39]2)=[N:32][CH:33]=[CH:34][CH:35]=1. Product: [N:10]1[CH:11]=[CH:12][CH:19]=[CH:14][C:9]=1[NH:8][C:1]([N:3]1[CH2:4][CH2:39][CH:38]([N:37]([CH2:36][C:31]2[C:30]([CH3:29])=[CH:35][CH:34]=[CH:33][N:32]=2)[CH2:44][C:45]2[C:50]([CH3:51])=[CH:49][CH:48]=[CH:47][N:46]=2)[CH2:6][CH2:7]1)=[O:2]. The catalyst class is: 2. (6) Reactant: [CH3:1][O:2][C:3]1[CH:4]=[C:5]([N:23]2[CH2:27][CH2:26][CH:25]([O:28][C:29]3[CH:34]=[CH:33][C:32]([O:35][C:36]([F:39])([F:38])[F:37])=[CH:31][CH:30]=3)[C:24]2=[O:40])[CH:6]=[CH:7][C:8]=1[O:9][CH2:10][C:11]([CH3:22])([O:13][CH2:14][O:15][CH2:16][CH2:17][Si:18]([CH3:21])([CH3:20])[CH3:19])[CH3:12].[Li+].C[Si]([N-][Si](C)(C)C)(C)C.[C:51]1([Se:57]Br)[CH:56]=[CH:55][CH:54]=[CH:53][CH:52]=1.[NH4+].[Cl-]. Product: [CH3:1][O:2][C:3]1[CH:4]=[C:5]([N:23]2[CH2:27][CH2:26][C:25]([Se:57][C:51]3[CH:56]=[CH:55][CH:54]=[CH:53][CH:52]=3)([O:28][C:29]3[CH:34]=[CH:33][C:32]([O:35][C:36]([F:38])([F:37])[F:39])=[CH:31][CH:30]=3)[C:24]2=[O:40])[CH:6]=[CH:7][C:8]=1[O:9][CH2:10][C:11]([CH3:22])([O:13][CH2:14][O:15][CH2:16][CH2:17][Si:18]([CH3:21])([CH3:20])[CH3:19])[CH3:12]. The catalyst class is: 1. (7) The catalyst class is: 94. Product: [NH2:18][CH2:17][C:14]1[CH:15]=[C:16]2[C:11]([CH2:10][CH2:9][CH:8]([NH:19][C:20](=[O:26])[O:21][C:22]([CH3:24])([CH3:23])[CH3:25])[CH:7]2[CH2:6][C:5]2[CH:4]=[CH:3][CH:2]=[CH:28][CH:27]=2)=[CH:12][CH:13]=1. Reactant: Cl[C:2]1[CH:28]=[CH:27][C:5]([CH2:6][CH:7]2[C:16]3[C:11](=[CH:12][CH:13]=[C:14]([C:17]#[N:18])[CH:15]=3)[CH2:10][CH2:9][CH:8]2[NH:19][C:20](=[O:26])[O:21][C:22]([CH3:25])([CH3:24])[CH3:23])=[CH:4][CH:3]=1. (8) Reactant: N[C:2]1[N:6]([C:7]2[CH:12]=[CH:11][C:10]([F:13])=[CH:9][CH:8]=2)[N:5]=[CH:4][C:3]=1C(=O)C1C=CC=C(O)C=1.BrCC(OC(C)(C)C)=O.C(=O)([O-])[O-].[K+].[K+]. Product: [F:13][C:10]1[CH:9]=[CH:8][C:7]([N:6]2[CH:2]=[CH:3][CH:4]=[N:5]2)=[CH:12][CH:11]=1. The catalyst class is: 115. (9) Reactant: C(NC(C)C)(C)C.C([Li])CCC.[CH2:13]([Si:15](Cl)([CH2:18][CH3:19])[CH2:16][CH3:17])[CH3:14].[CH3:21][Si:22]([O:25][C:26](=[O:33])[CH2:27][O:28][Si:29]([CH3:32])([CH3:31])[CH3:30])([CH3:24])[CH3:23]. Product: [CH2:13]([Si:15]([CH2:18][CH3:19])([CH2:16][CH3:17])[O:33][C:26]([O:25][Si:22]([CH3:24])([CH3:23])[CH3:21])=[CH:27][O:28][Si:29]([CH3:30])([CH3:32])[CH3:31])[CH3:14]. The catalyst class is: 1.